This data is from Aqueous solubility values for 9,982 compounds from the AqSolDB database. The task is: Regression/Classification. Given a drug SMILES string, predict its absorption, distribution, metabolism, or excretion properties. Task type varies by dataset: regression for continuous measurements (e.g., permeability, clearance, half-life) or binary classification for categorical outcomes (e.g., BBB penetration, CYP inhibition). For this dataset (solubility_aqsoldb), we predict Y. (1) The drug is CC(=O)Nc1cccc(O)c1. The Y is -1.06 log mol/L. (2) The drug is CCCCc1ccc2[n-]nnc2c1.[Na+]. The Y is 0.404 log mol/L. (3) The molecule is O=C1OCc2ccc(I)cc21. The Y is -3.21 log mol/L. (4) The compound is CC(=O)Nc1cc(NS(=O)(=O)C(F)(F)F)c(C)cc1C. The Y is -3.24 log mol/L. (5) The drug is CC(C)CC(NC(=O)CC(O)C(CC(C)C)NC(=O)C(Cc1c[nH]cn1)NC(=O)C(Cc1ccccc1)NC(=O)OC(C)(C)C)C(=O)NCCC(N)C(=O)O. The Y is -2.22 log mol/L.